Dataset: NCI-60 drug combinations with 297,098 pairs across 59 cell lines. Task: Regression. Given two drug SMILES strings and cell line genomic features, predict the synergy score measuring deviation from expected non-interaction effect. (1) Synergy scores: CSS=26.4, Synergy_ZIP=1.13, Synergy_Bliss=3.76, Synergy_Loewe=2.23, Synergy_HSA=7.64. Cell line: KM12. Drug 2: C1=CC=C(C=C1)NC(=O)CCCCCCC(=O)NO. Drug 1: CCC1=C2CN3C(=CC4=C(C3=O)COC(=O)C4(CC)O)C2=NC5=C1C=C(C=C5)O. (2) Drug 1: COC1=C(C=C2C(=C1)N=CN=C2NC3=CC(=C(C=C3)F)Cl)OCCCN4CCOCC4. Drug 2: CC1=CC=C(C=C1)C2=CC(=NN2C3=CC=C(C=C3)S(=O)(=O)N)C(F)(F)F. Cell line: OVCAR-4. Synergy scores: CSS=19.8, Synergy_ZIP=-6.07, Synergy_Bliss=-1.87, Synergy_Loewe=-1.85, Synergy_HSA=0.722. (3) Drug 1: C1=CN(C=N1)CC(O)(P(=O)(O)O)P(=O)(O)O. Drug 2: CC1CCCC2(C(O2)CC(NC(=O)CC(C(C(=O)C(C1O)C)(C)C)O)C(=CC3=CSC(=N3)C)C)C. Cell line: A498. Synergy scores: CSS=31.8, Synergy_ZIP=-1.18, Synergy_Bliss=-4.63, Synergy_Loewe=-17.8, Synergy_HSA=-1.05. (4) Drug 1: CC1=C(C=C(C=C1)NC2=NC=CC(=N2)N(C)C3=CC4=NN(C(=C4C=C3)C)C)S(=O)(=O)N.Cl. Drug 2: C1=CN(C(=O)N=C1N)C2C(C(C(O2)CO)O)O.Cl. Cell line: SN12C. Synergy scores: CSS=36.5, Synergy_ZIP=1.41, Synergy_Bliss=8.47, Synergy_Loewe=-0.0685, Synergy_HSA=9.89.